Dataset: Reaction yield outcomes from USPTO patents with 853,638 reactions. Task: Predict the reaction yield, written as a fraction of the theoretical maximum amount of product (1.0 means a 100% yield; for example, 0.34 means a 34% yield). (1) The reactants are [Cl-].O[NH3+:3].[C:4](=[O:7])([O-])[OH:5].[Na+].CS(C)=O.[Si]([O:20][CH:21]([C:52]([CH3:55])([CH3:54])[CH3:53])[CH2:22][N:23]1[C:28](=[O:29])[C:27]([CH2:30][C:31]2[CH:36]=[CH:35][C:34]([C:37]3[C:38]([C:43]#[N:44])=[CH:39][CH:40]=[CH:41][CH:42]=3)=[CH:33][CH:32]=2)=[C:26]([CH2:45][CH2:46][CH3:47])[N:25]2[N:48]=[C:49]([CH3:51])[N:50]=[C:24]12)(C(C)(C)C)(C)C. The catalyst is O.C(OCC)(=O)C. The product is [OH:20][CH:21]([C:52]([CH3:55])([CH3:54])[CH3:53])[CH2:22][N:23]1[C:28](=[O:29])[C:27]([CH2:30][C:31]2[CH:32]=[CH:33][C:34]([C:37]3[CH:42]=[CH:41][CH:40]=[CH:39][C:38]=3[C:43]3[NH:44][C:4](=[O:7])[O:5][N:3]=3)=[CH:35][CH:36]=2)=[C:26]([CH2:45][CH2:46][CH3:47])[N:25]2[N:48]=[C:49]([CH3:51])[N:50]=[C:24]12. The yield is 0.720. (2) The reactants are [H-].[H-].[H-].[H-].[Li+].[Al+3].[C:7]1([CH2:13][CH2:14][CH2:15][CH2:16][CH2:17][CH2:18][C:19](O)=[O:20])[CH:12]=[CH:11][CH:10]=[CH:9][CH:8]=1.O.[OH-].[K+]. The catalyst is CCOCC. The product is [C:7]1([CH2:13][CH2:14][CH2:15][CH2:16][CH2:17][CH2:18][CH2:19][OH:20])[CH:12]=[CH:11][CH:10]=[CH:9][CH:8]=1. The yield is 0.900. (3) The reactants are [F:1][C:2]1[C:11]([F:12])=[C:10]2[C:5]([CH:6]=[C:7](I)[CH:8]=[N:9]2)=[CH:4][CH:3]=1.CS(C)=[O:16].[OH-].[Na+].N1C2C(=CC=C3C=2N=CC=C3)C=CC=1. The catalyst is [Cu]I.O. The product is [F:1][C:2]1[C:11]([F:12])=[C:10]2[C:5]([CH:6]=[C:7]([OH:16])[CH:8]=[N:9]2)=[CH:4][CH:3]=1. The yield is 0.950. (4) The reactants are BrC(C)=C.[C:5]([Li])([CH3:8])([CH3:7])[CH3:6].FC(F)(F)S(OC1[CH:17]=[CH:18][C:19]2[CH2:25][CH2:24][N:23]([C:26]([O:28][C:29]([CH3:32])([CH3:31])[CH3:30])=[O:27])[CH2:22][CH2:21][C:20]=2[N:33]=1)(=O)=O.O1C=CC=C1P(C1OC=CC=1)C1OC=CC=1. The catalyst is C(OCC)C.O1CCCC1.[Br-].[Zn+2].[Br-].C1C=CC(/C=C/C(/C=C/C2C=CC=CC=2)=O)=CC=1.C1C=CC(/C=C/C(/C=C/C2C=CC=CC=2)=O)=CC=1.[Pd].[Zn]. The product is [C:5]([C:8]1[CH:17]=[CH:18][C:19]2[CH2:25][CH2:24][N:23]([C:26]([O:28][C:29]([CH3:31])([CH3:30])[CH3:32])=[O:27])[CH2:22][CH2:21][C:20]=2[N:33]=1)([CH3:7])=[CH2:6]. The yield is 0.640.